Predict the reactants needed to synthesize the given product. From a dataset of Full USPTO retrosynthesis dataset with 1.9M reactions from patents (1976-2016). (1) Given the product [Cl:1][C:2]1[CH:8]=[C:7]([Cl:9])[CH:6]=[C:4]2[C:3]=1[CH:11]([C:21]1[CH:24]=[CH:25][C:18]([CH3:17])=[CH:19][CH:20]=1)[CH2:10][CH:12]([C:13]([OH:15])=[O:14])[NH:5]2, predict the reactants needed to synthesize it. The reactants are: [Cl:1][C:2]1[CH:3]=[C:4]([CH:6]=[C:7]([Cl:9])[CH:8]=1)[NH2:5].[CH2:10]([C:12](=O)[C:13]([O-:15])=[O:14])[CH3:11].[CH3:17][C:18]1[CH:25]=[CH:24][C:21](C=C)=[CH:20][CH:19]=1.FC(F)(F)C(O)=O.[OH-].[Na+]. (2) Given the product [Cl:3][C:4]1[C:13]2[C:8](=[CH:9][CH:10]=[CH:11][CH:12]=2)[C:7](=[O:14])[N:6]([CH2:16][CH3:17])[N:5]=1, predict the reactants needed to synthesize it. The reactants are: [H-].[Na+].[Cl:3][C:4]1[C:13]2[C:8](=[CH:9][CH:10]=[CH:11][CH:12]=2)[C:7]([OH:14])=[N:6][N:5]=1.I[CH2:16][CH3:17].